Dataset: Forward reaction prediction with 1.9M reactions from USPTO patents (1976-2016). Task: Predict the product of the given reaction. (1) Given the reactants C1(P(C2C=CC=CC=2)C2C=CC=CC=2)C=CC=CC=1.[C:20]([Br:24])(Br)(Br)Br.[Si:25]([O:32][CH2:33][C:34]1[CH:35]=[C:36]([CH:41]=[C:42](CO)[CH:43]=1)[C:37]([O:39][CH3:40])=[O:38])([C:28]([CH3:31])([CH3:30])[CH3:29])([CH3:27])[CH3:26], predict the reaction product. The product is: [Br:24][CH2:20][C:42]1[CH:41]=[C:36]([CH:35]=[C:34]([CH2:33][O:32][Si:25]([C:28]([CH3:31])([CH3:30])[CH3:29])([CH3:27])[CH3:26])[CH:43]=1)[C:37]([O:39][CH3:40])=[O:38]. (2) Given the reactants [CH3:1][C@@H:2]1[CH2:6][CH2:5][CH2:4][N:3]1[CH2:7][CH2:8][CH2:9][O:10][C:11]1[CH:16]=[CH:15][C:14]([C:17]2[S:18][C:19]3[CH2:20][N:21]([CH2:26][C:27]([O:29]C(C)(C)C)=[O:28])[CH2:22][CH2:23][C:24]=3[N:25]=2)=[CH:13][CH:12]=1.[F:34][C:35]([F:40])([F:39])[C:36]([OH:38])=[O:37], predict the reaction product. The product is: [F:34][C:35]([F:40])([F:39])[C:36]([OH:38])=[O:37].[CH3:1][C@@H:2]1[CH2:6][CH2:5][CH2:4][N:3]1[CH2:7][CH2:8][CH2:9][O:10][C:11]1[CH:16]=[CH:15][C:14]([C:17]2[S:18][C:19]3[CH2:20][N:21]([CH2:26][C:27]([OH:29])=[O:28])[CH2:22][CH2:23][C:24]=3[N:25]=2)=[CH:13][CH:12]=1. (3) The product is: [CH:45]1([C:43]#[C:44][C:2]2[C:7]([F:8])=[CH:6][C:5]([N:9]3[C:18]4[C:13](=[CH:14][C:15]([S:19]([NH:22][C:23]5[CH:27]=[CH:26][O:25][N:24]=5)(=[O:20])=[O:21])=[CH:16][CH:17]=4)[N:12]=[CH:11][C:10]3=[O:28])=[C:4]([O:29][CH3:30])[CH:3]=2)[CH2:49][CH2:48][CH2:47][CH2:46]1. Given the reactants Br[C:2]1[C:7]([F:8])=[CH:6][C:5]([N:9]2[C:18]3[C:13](=[CH:14][C:15]([S:19]([NH:22][C:23]4[CH:27]=[CH:26][O:25][N:24]=4)(=[O:21])=[O:20])=[CH:16][CH:17]=3)[N:12]=[CH:11][C:10]2=[O:28])=[C:4]([O:29][CH3:30])[CH:3]=1.CN(C=O)C.C(NC(C)C)(C)C.[C:43]([CH:45]1[CH2:49][CH2:48][CH2:47][CH2:46]1)#[CH:44], predict the reaction product. (4) The product is: [Cl:12][C:3]1[C:4]([Cl:11])=[N:5][CH:6]=[C:7]([C:2]=1[NH:19][C:18]1[CH:20]=[C:14]([Cl:13])[CH:15]=[CH:16][C:17]=1[CH3:21])[C:8]([OH:10])=[O:9]. Given the reactants Cl[C:2]1[C:7]([C:8]([OH:10])=[O:9])=[CH:6][N:5]=[C:4]([Cl:11])[C:3]=1[Cl:12].[Cl:13][C:14]1[CH:15]=[CH:16][C:17]([CH3:21])=[C:18]([CH:20]=1)[NH2:19], predict the reaction product. (5) The product is: [F:1][C:2]1[C:7]2[O:8][C:9]3[CH2:14][CH2:13][N:12]([C:15]([O:17][C:18]([CH3:21])([CH3:20])[CH3:19])=[O:16])[CH2:11][C:10]=3[C:6]=2[CH:5]=[C:4]([S:29]([C:23]2[CH:28]=[CH:27][CH:26]=[CH:25][CH:24]=2)(=[O:31])=[O:30])[CH:3]=1. Given the reactants [F:1][C:2]1[C:7]2[O:8][C:9]3[CH2:14][CH2:13][N:12]([C:15]([O:17][C:18]([CH3:21])([CH3:20])[CH3:19])=[O:16])[CH2:11][C:10]=3[C:6]=2[CH:5]=[C:4](Br)[CH:3]=1.[C:23]1([S:29]([O-:31])=[O:30])[CH:28]=[CH:27][CH:26]=[CH:25][CH:24]=1.[Na+], predict the reaction product. (6) Given the reactants Cl[C:2]1[CH:7]=[CH:6][C:5]([N+:8]([O-:10])=[O:9])=[CH:4][N:3]=1.C(=O)([O-])[O-].[Na+].[Na+].[CH3:17][C:18]1([CH2:24][C:25]([O:27][CH3:28])=[O:26])[CH2:23][CH2:22][NH:21][CH2:20][CH2:19]1.O, predict the reaction product. The product is: [CH3:17][C:18]1([CH2:24][C:25]([O:27][CH3:28])=[O:26])[CH2:23][CH2:22][N:21]([C:2]2[CH:7]=[CH:6][C:5]([N+:8]([O-:10])=[O:9])=[CH:4][N:3]=2)[CH2:20][CH2:19]1.